This data is from Forward reaction prediction with 1.9M reactions from USPTO patents (1976-2016). The task is: Predict the product of the given reaction. (1) Given the reactants Br[C:2]1[N:7]=[C:6]([C:8]2[O:9][C:10]([C:13]([O:19][Si:20]([CH:27]([CH3:29])[CH3:28])([CH:24]([CH3:26])[CH3:25])[CH:21]([CH3:23])[CH3:22])([CH3:18])[C:14]([F:17])([F:16])[F:15])=[N:11][N:12]=2)[C:5]([NH2:30])=[CH:4][C:3]=1[C:31]([F:34])([F:33])[F:32].NC1C(C(NN)=O)=NC(Br)=C(C(F)(F)F)C=1.NC1C(C(NN)=O)=NC=C(C(F)(F)F)C=1, predict the reaction product. The product is: [F:17][C:14]([F:15])([F:16])[C:13]([C:10]1[O:9][C:8]([C:6]2[C:5]([NH2:30])=[CH:4][C:3]([C:31]([F:32])([F:33])[F:34])=[CH:2][N:7]=2)=[N:12][N:11]=1)([O:19][Si:20]([CH:21]([CH3:22])[CH3:23])([CH:24]([CH3:26])[CH3:25])[CH:27]([CH3:28])[CH3:29])[CH3:18]. (2) Given the reactants C([O:8][CH2:9][CH2:10][CH2:11][C@H:12]([NH:26]C(=O)OC(C)(C)C)[C:13]1[NH:17][C:16]2[CH:18]=[CH:19][C:20]([C:22]([CH3:25])([CH3:24])[CH3:23])=[CH:21][C:15]=2[N:14]=1)C1C=CC=CC=1, predict the reaction product. The product is: [NH2:26][C@H:12]([C:13]1[NH:17][C:16]2[CH:18]=[CH:19][C:20]([C:22]([CH3:25])([CH3:24])[CH3:23])=[CH:21][C:15]=2[N:14]=1)[CH2:11][CH2:10][CH2:9][OH:8]. (3) Given the reactants Br[CH2:2][C:3]([C:5]1[CH:10]=[CH:9][C:8]([CH3:11])=[CH:7][CH:6]=1)=O.[NH2:12][C:13]1(C)[CH:18]=[CH:17][C:16]([CH3:19])=[CH:15][NH:14]1.C([O-])([O-])=O.[K+].[K+].CCOCC, predict the reaction product. The product is: [CH3:19][C:16]1[CH:17]=[CH:18][C:13]2[N:14]([CH:2]=[C:3]([C:5]3[CH:10]=[CH:9][C:8]([CH3:11])=[CH:7][CH:6]=3)[N:12]=2)[CH:15]=1.